Dataset: Forward reaction prediction with 1.9M reactions from USPTO patents (1976-2016). Task: Predict the product of the given reaction. (1) Given the reactants [Br:1][C:2]1[CH:7]=[C:6]([O:8]C)[CH:5]=[C:4]([I:10])[CH:3]=1.Br, predict the reaction product. The product is: [Br:1][C:2]1[CH:7]=[C:6]([OH:8])[CH:5]=[C:4]([I:10])[CH:3]=1. (2) Given the reactants Br[C:2]1[CH:3]=[CH:4][C:5]2[O:9][C:8]3[CH:10]=[C:11]([S:14]([NH:17][C@@H:18]([CH:23]([CH3:25])[CH3:24])[C:19]([O:21][CH3:22])=[O:20])(=[O:16])=[O:15])[CH:12]=[CH:13][C:7]=3[C:6]=2[CH:26]=1.CC(C)[C@H:29]([NH:33]S(C1C=CC2C3C=C(C4N=C(C)ON=4)C=CC=3OC=2C=1)(=O)=O)C(O)=O, predict the reaction product. The product is: [C:29]([C:2]1[CH:3]=[CH:4][C:5]2[O:9][C:8]3[CH:10]=[C:11]([S:14]([NH:17][C@@H:18]([CH:23]([CH3:25])[CH3:24])[C:19]([O:21][CH3:22])=[O:20])(=[O:15])=[O:16])[CH:12]=[CH:13][C:7]=3[C:6]=2[CH:26]=1)#[N:33]. (3) Given the reactants [Cl:1][C:2]1[CH:10]=[CH:9][C:5]([C:6]([NH2:8])=[S:7])=[C:4]([O:11][CH3:12])[CH:3]=1.Cl[CH:14]([C:20]([CH3:22])=O)[C:15]([O:17][CH2:18][CH3:19])=[O:16], predict the reaction product. The product is: [Cl:1][C:2]1[CH:10]=[CH:9][C:5]([C:6]2[S:7][C:14]([C:15]([O:17][CH2:18][CH3:19])=[O:16])=[C:20]([CH3:22])[N:8]=2)=[C:4]([O:11][CH3:12])[CH:3]=1. (4) Given the reactants [CH3:1][C:2](=O)[CH2:3][CH2:4][CH3:5].[Cl:7][C:8]1[CH:13]=[CH:12][C:11]([C:14](=[O:18])[CH2:15][C:16]#[N:17])=[CH:10][CH:9]=1.NCCC(O)=O.C(O)(=O)C, predict the reaction product. The product is: [Cl:7][C:8]1[CH:9]=[CH:10][C:11]([C:14]([C:15](=[C:2]([CH3:1])[CH2:3][CH2:4][CH3:5])[C:16]#[N:17])=[O:18])=[CH:12][CH:13]=1.